From a dataset of Forward reaction prediction with 1.9M reactions from USPTO patents (1976-2016). Predict the product of the given reaction. (1) Given the reactants [C:1]([C:5]1[NH:9][C:8]([N+:10]([O-:12])=[O:11])=[C:7]([C:13]([O:15]C)=[O:14])[CH:6]=1)([CH3:4])([CH3:3])[CH3:2].[OH-].[K+].Cl, predict the reaction product. The product is: [C:1]([C:5]1[NH:9][C:8]([N+:10]([O-:12])=[O:11])=[C:7]([C:13]([OH:15])=[O:14])[CH:6]=1)([CH3:4])([CH3:2])[CH3:3]. (2) Given the reactants [Cl:1][C:2]1[CH:3]=[C:4]([CH:6]=[C:7]([Cl:9])[CH:8]=1)[NH2:5].[C:10]([O:14]CC)(=[O:13])[CH:11]=O.[CH3:17][C:18]1[CH:25]=[CH:24][C:21]([CH:22]=[CH2:23])=[CH:20][CH:19]=1.FC(F)(F)C(O)=O.[OH-].[Na+], predict the reaction product. The product is: [Cl:1][C:2]1[CH:8]=[C:7]([Cl:9])[CH:6]=[C:4]2[C:3]=1[CH:22]([C:21]1[CH:24]=[CH:25][C:18]([CH3:17])=[CH:19][CH:20]=1)[CH2:23][CH:11]([C:10]([OH:14])=[O:13])[NH:5]2. (3) Given the reactants [C:1]([C:3]1[CH:4]=[C:5]([CH:19]=[C:20]([C:24]#[CH:25])[C:21]=1[O:22]C)[C:6]([N:8]1[C:12]2[CH:13]=[CH:14][CH:15]=[CH:16][C:11]=2[S:10](=[O:18])(=[O:17])[CH2:9]1)=[O:7])#[N:2].[Cl-].[Li+].Cl, predict the reaction product. The product is: [C:1]([C:3]1[CH:4]=[C:5]([CH:19]=[C:20]([C:24]#[CH:25])[C:21]=1[OH:22])[C:6]([N:8]1[C:12]2[CH:13]=[CH:14][CH:15]=[CH:16][C:11]=2[S:10](=[O:18])(=[O:17])[CH2:9]1)=[O:7])#[N:2].